This data is from NCI-60 drug combinations with 297,098 pairs across 59 cell lines. The task is: Regression. Given two drug SMILES strings and cell line genomic features, predict the synergy score measuring deviation from expected non-interaction effect. (1) Drug 1: CC1=C2C(C(=O)C3(C(CC4C(C3C(C(C2(C)C)(CC1OC(=O)C(C(C5=CC=CC=C5)NC(=O)C6=CC=CC=C6)O)O)OC(=O)C7=CC=CC=C7)(CO4)OC(=O)C)O)C)OC(=O)C. Drug 2: CCC1=C2N=C(C=C(N2N=C1)NCC3=C[N+](=CC=C3)[O-])N4CCCCC4CCO. Cell line: NCI-H460. Synergy scores: CSS=89.0, Synergy_ZIP=3.15, Synergy_Bliss=3.27, Synergy_Loewe=1.52, Synergy_HSA=5.87. (2) Drug 1: C1CN1C2=NC(=NC(=N2)N3CC3)N4CC4. Drug 2: C1CCC(CC1)NC(=O)N(CCCl)N=O. Cell line: NCI-H522. Synergy scores: CSS=33.9, Synergy_ZIP=-7.15, Synergy_Bliss=-2.46, Synergy_Loewe=-9.52, Synergy_HSA=2.01. (3) Drug 1: CC12CCC3C(C1CCC2=O)CC(=C)C4=CC(=O)C=CC34C. Drug 2: C1=CC(=CC=C1CC(C(=O)O)N)N(CCCl)CCCl.Cl. Cell line: UACC-257. Synergy scores: CSS=32.5, Synergy_ZIP=4.67, Synergy_Bliss=9.31, Synergy_Loewe=1.44, Synergy_HSA=7.08. (4) Drug 1: CC1C(C(CC(O1)OC2CC(CC3=C2C(=C4C(=C3O)C(=O)C5=C(C4=O)C(=CC=C5)OC)O)(C(=O)CO)O)N)O.Cl. Drug 2: COC1=C(C=C2C(=C1)N=CN=C2NC3=CC(=C(C=C3)F)Cl)OCCCN4CCOCC4. Cell line: UACC62. Synergy scores: CSS=3.91, Synergy_ZIP=3.10, Synergy_Bliss=-0.345, Synergy_Loewe=-1.08, Synergy_HSA=-0.317. (5) Drug 1: C1=CC(=CC=C1CCC2=CNC3=C2C(=O)NC(=N3)N)C(=O)NC(CCC(=O)O)C(=O)O. Drug 2: CC1=C(C=C(C=C1)NC(=O)C2=CC=C(C=C2)CN3CCN(CC3)C)NC4=NC=CC(=N4)C5=CN=CC=C5. Cell line: NCIH23. Synergy scores: CSS=9.16, Synergy_ZIP=-1.69, Synergy_Bliss=3.40, Synergy_Loewe=4.11, Synergy_HSA=4.35. (6) Cell line: CCRF-CEM. Drug 1: CCCCCOC(=O)NC1=NC(=O)N(C=C1F)C2C(C(C(O2)C)O)O. Drug 2: C1CC(=O)NC(=O)C1N2C(=O)C3=CC=CC=C3C2=O. Synergy scores: CSS=-11.4, Synergy_ZIP=7.05, Synergy_Bliss=4.46, Synergy_Loewe=-9.78, Synergy_HSA=-9.78. (7) Drug 1: CC12CCC(CC1=CCC3C2CCC4(C3CC=C4C5=CN=CC=C5)C)O. Synergy scores: CSS=71.0, Synergy_ZIP=28.7, Synergy_Bliss=28.7, Synergy_Loewe=11.7, Synergy_HSA=28.7. Cell line: SW-620. Drug 2: CC1=C2C(C(=O)C3(C(CC4C(C3C(C(C2(C)C)(CC1OC(=O)C(C(C5=CC=CC=C5)NC(=O)OC(C)(C)C)O)O)OC(=O)C6=CC=CC=C6)(CO4)OC(=O)C)OC)C)OC.